From a dataset of Forward reaction prediction with 1.9M reactions from USPTO patents (1976-2016). Predict the product of the given reaction. (1) Given the reactants [C:1]([O:5][C:6](=[O:20])[CH2:7][C@H:8]([CH2:12][C@H:13]([CH3:19])[CH2:14][CH2:15][CH2:16][CH2:17][CH3:18])[C:9](O)=[O:10])([CH3:4])([CH3:3])[CH3:2], predict the reaction product. The product is: [C:1]([O:5][C:6](=[O:20])[CH2:7][C@@H:8]([CH2:9][OH:10])[CH2:12][C@H:13]([CH3:19])[CH2:14][CH2:15][CH2:16][CH2:17][CH3:18])([CH3:2])([CH3:4])[CH3:3]. (2) Given the reactants [Br:1][C:2]1[N:7]=[CH:6][C:5]([CH:8]=O)=[CH:4][CH:3]=1.[CH3:10][O:11][C:12](=[O:33])[CH:13]=P(C1C=CC=CC=1)(C1C=CC=CC=1)C1C=CC=CC=1, predict the reaction product. The product is: [CH3:10][O:11][C:12](=[O:33])/[CH:13]=[CH:8]/[C:5]1[CH:6]=[N:7][C:2]([Br:1])=[CH:3][CH:4]=1. (3) Given the reactants [CH:1]([C:4]1[N:8]2[CH:9]=[C:10]([S:13][C:14]3[CH:21]=[CH:20][CH:19]=[CH:18][C:15]=3[CH2:16][NH2:17])[CH:11]=[CH:12][C:7]2=[N:6][N:5]=1)([CH3:3])[CH3:2].N1C=CC=CC=1.[C:28](OC(=O)C)(=[O:30])[CH3:29], predict the reaction product. The product is: [CH:1]([C:4]1[N:8]2[CH:9]=[C:10]([S:13][C:14]3[CH:21]=[CH:20][CH:19]=[CH:18][C:15]=3[CH2:16][NH:17][C:28](=[O:30])[CH3:29])[CH:11]=[CH:12][C:7]2=[N:6][N:5]=1)([CH3:3])[CH3:2]. (4) Given the reactants [F:1][C:2]1[CH:3]=[C:4]([CH:14]=[CH:15][C:16]=1[C:17]([F:20])([F:19])[F:18])[O:5][C:6]1[CH:11]=[CH:10][C:9]([CH2:12][OH:13])=[CH:8][CH:7]=1.Cl[C:22]1[CH:33]=[C:26]2[N:27]([CH3:32])[C@@H:28]([CH3:31])[CH2:29][CH2:30][N:25]2[C:24](=[O:34])[N:23]=1, predict the reaction product. The product is: [F:1][C:2]1[CH:3]=[C:4]([CH:14]=[CH:15][C:16]=1[C:17]([F:18])([F:19])[F:20])[O:5][C:6]1[CH:11]=[CH:10][C:9]([CH2:12][O:13][C:22]2[CH:33]=[C:26]3[N:27]([CH3:32])[C@@H:28]([CH3:31])[CH2:29][CH2:30][N:25]3[C:24](=[O:34])[N:23]=2)=[CH:8][CH:7]=1. (5) Given the reactants [CH2:1]([C:9]1[CH:17]=[CH:16][C:12]([C:13]([OH:15])=O)=[CH:11][CH:10]=1)[CH2:2][C:3]1[CH:8]=[CH:7][CH:6]=[CH:5][CH:4]=1.F[P-](F)(F)(F)(F)F.N1(OC(N(C)C)=[N+](C)C)C2N=CC=CC=2N=N1.C(N(CC)CC)C.[NH2:49][CH2:50][C:51]1[C:52]([OH:59])=[N:53][C:54]([CH3:58])=[CH:55][C:56]=1[CH3:57], predict the reaction product. The product is: [OH:59][C:52]1[C:51]([CH2:50][NH:49][C:13](=[O:15])[C:12]2[CH:11]=[CH:10][C:9]([CH2:1][CH2:2][C:3]3[CH:4]=[CH:5][CH:6]=[CH:7][CH:8]=3)=[CH:17][CH:16]=2)=[C:56]([CH3:57])[CH:55]=[C:54]([CH3:58])[N:53]=1.